From a dataset of Reaction yield outcomes from USPTO patents with 853,638 reactions. Predict the reaction yield, written as a fraction of the theoretical maximum amount of product (1.0 means a 100% yield; for example, 0.34 means a 34% yield). (1) The reactants are [N+:1]([C:4]1[CH:9]=[CH:8][C:7]([CH2:10][CH2:11][NH:12][CH2:13][C:14]2[CH:19]=[CH:18][C:17]([N+:20]([O-:22])=[O:21])=[CH:16][CH:15]=2)=[CH:6][CH:5]=1)([O-:3])=[O:2].[C:23](O[C:23]([O:25][C:26]([CH3:29])([CH3:28])[CH3:27])=[O:24])([O:25][C:26]([CH3:29])([CH3:28])[CH3:27])=[O:24].C(OCC)(=O)C.CO. The yield is 0.780. The catalyst is CN(C=O)C. The product is [C:26]([O:25][C:23]([N:12]([CH2:11][CH2:10][C:7]1[CH:8]=[CH:9][C:4]([N+:1]([O-:3])=[O:2])=[CH:5][CH:6]=1)[CH2:13][C:14]1[CH:19]=[CH:18][C:17]([N+:20]([O-:22])=[O:21])=[CH:16][CH:15]=1)=[O:24])([CH3:29])([CH3:28])[CH3:27]. (2) The reactants are [CH3:1][P:2](=[O:7])([O:5][CH3:6])[O:3][CH3:4].[Li]CCCC.[Cl:13][CH2:14][CH2:15][CH2:16][CH2:17][C:18](OC)=[O:19]. The catalyst is C1COCC1. The product is [Cl:13][CH2:14][CH2:15][CH2:16][CH2:17][C:18](=[O:19])[CH2:1][P:2](=[O:7])([O:5][CH3:6])[O:3][CH3:4]. The yield is 0.170.